From a dataset of Reaction yield outcomes from USPTO patents with 853,638 reactions. Predict the reaction yield, written as a fraction of the theoretical maximum amount of product (1.0 means a 100% yield; for example, 0.34 means a 34% yield). (1) The reactants are [O:1]1[CH:5]=[CH:4][CH:3]=[C:2]1[C:6]1[O:7][C:8]([CH3:34])=[C:9]([CH2:11][O:12][C:13]2[N:18]=[CH:17][C:16]([CH2:19][O:20][C:21]3[C:25]([CH:26]=O)=[CH:24][N:23]([C:28]4[CH:33]=[CH:32][CH:31]=[CH:30][CH:29]=4)[N:22]=3)=[CH:15][CH:14]=2)[N:10]=1.[CH2:35]([P:44](=[O:51])([O:48][CH2:49][CH3:50])[O:45][CH2:46][CH3:47])P(=O)(OCC)OCC.CN(C)C=O.[H-].[Na+]. The catalyst is O. The product is [O:1]1[CH:5]=[CH:4][CH:3]=[C:2]1[C:6]1[O:7][C:8]([CH3:34])=[C:9]([CH2:11][O:12][C:13]2[N:18]=[CH:17][C:16]([CH2:19][O:20][C:21]3[C:25](/[CH:26]=[CH:35]/[P:44](=[O:51])([O:45][CH2:46][CH3:47])[O:48][CH2:49][CH3:50])=[CH:24][N:23]([C:28]4[CH:33]=[CH:32][CH:31]=[CH:30][CH:29]=4)[N:22]=3)=[CH:15][CH:14]=2)[N:10]=1. The yield is 0.710. (2) The reactants are [C:1]([O:5][C:6]([C@@H:8]([NH:14][C:15]([O:17][C:18]([CH3:21])([CH3:20])[CH3:19])=[O:16])[CH2:9][CH2:10][C:11]([OH:13])=[O:12])=[O:7])([CH3:4])([CH3:3])[CH3:2].Cl.CN(C)CCCN=C=NCC.C(N(CC)CC)C.[N+:41]([O:44][CH2:45][C:46]1[CH:51]=[CH:50][C:49]([CH2:52]O)=[CH:48][CH:47]=1)([O-:43])=[O:42]. The catalyst is C(Cl)Cl. The product is [C:18]([O:17][C:15]([NH:14][C@@H:8]([CH2:9][CH2:10][C:11]([O:13][CH2:52][C:49]1[CH:50]=[CH:51][C:46]([CH2:45][O:44][N+:41]([O-:43])=[O:42])=[CH:47][CH:48]=1)=[O:12])[C:6]([O:5][C:1]([CH3:4])([CH3:3])[CH3:2])=[O:7])=[O:16])([CH3:21])([CH3:20])[CH3:19]. The yield is 0.280. (3) The reactants are [Cl-].O[NH3+:3].[C:4](=[O:7])([O-])[OH:5].[Na+].CS(C)=O.[CH2:13]([C:15]1[N:16]=[C:17]([CH2:46][CH2:47][CH3:48])[N:18]([CH2:31][C:32]2[CH:37]=[CH:36][C:35]([C:38]3[C:39]([C:44]#[N:45])=[CH:40][CH:41]=[CH:42][CH:43]=3)=[CH:34][CH:33]=2)[C:19](=[O:30])[C:20]=1[O:21][C:22]1[CH:27]=[CH:26][CH:25]=[C:24]([CH2:28][CH3:29])[CH:23]=1)[CH3:14]. The catalyst is C(OCC)(=O)C. The product is [CH2:13]([C:15]1[N:16]=[C:17]([CH2:46][CH2:47][CH3:48])[N:18]([CH2:31][C:32]2[CH:37]=[CH:36][C:35]([C:38]3[CH:43]=[CH:42][CH:41]=[CH:40][C:39]=3[C:44]3[NH:3][C:4](=[O:7])[O:5][N:45]=3)=[CH:34][CH:33]=2)[C:19](=[O:30])[C:20]=1[O:21][C:22]1[CH:27]=[CH:26][CH:25]=[C:24]([CH2:28][CH3:29])[CH:23]=1)[CH3:14]. The yield is 0.780. (4) The reactants are [CH2:1]([O:8][C:9]1[CH:20]=[CH:19][C:12]2[CH:13]=[C:14]([C:16](=[O:18])[CH3:17])[O:15][C:11]=2[CH:10]=1)[C:2]1[CH:7]=[CH:6][CH:5]=[CH:4][CH:3]=1.[BH4-].[Na+].O. The catalyst is CO. The product is [CH2:1]([O:8][C:9]1[CH:20]=[CH:19][C:12]2[CH:13]=[C:14]([CH:16]([OH:18])[CH3:17])[O:15][C:11]=2[CH:10]=1)[C:2]1[CH:3]=[CH:4][CH:5]=[CH:6][CH:7]=1. The yield is 0.710. (5) The reactants are [Br:1][C:2]1[C:3]([NH:23][S:24]([CH3:27])(=[O:26])=[O:25])=[CH:4][C:5]2[O:9][C:8]([C:10]3[CH:15]=[CH:14][C:13]([C:16]#[N:17])=[CH:12][CH:11]=3)=[C:7]([C:18]([NH:20][CH3:21])=[O:19])[C:6]=2[CH:22]=1.[C:28]([O-])([O-])=O.[K+].[K+].CI. The catalyst is CN(C=O)C. The product is [Br:1][C:2]1[C:3]([N:23]([CH3:28])[S:24]([CH3:27])(=[O:25])=[O:26])=[CH:4][C:5]2[O:9][C:8]([C:10]3[CH:15]=[CH:14][C:13]([C:16]#[N:17])=[CH:12][CH:11]=3)=[C:7]([C:18]([NH:20][CH3:21])=[O:19])[C:6]=2[CH:22]=1. The yield is 0.730. (6) The reactants are [CH:1]([O:4][C:5]1[CH:10]=[C:9]([CH3:11])[N:8]=[C:7]([N:12]2[CH2:17][CH2:16][N:15](C(OC(C)(C)C)=O)[CH2:14][CH2:13]2)[N:6]=1)([CH3:3])[CH3:2].Cl. The catalyst is C(Cl)Cl.O1CCOCC1. The product is [CH:1]([O:4][C:5]1[CH:10]=[C:9]([CH3:11])[N:8]=[C:7]([N:12]2[CH2:17][CH2:16][NH:15][CH2:14][CH2:13]2)[N:6]=1)([CH3:3])[CH3:2]. The yield is 0.800.